Dataset: Forward reaction prediction with 1.9M reactions from USPTO patents (1976-2016). Task: Predict the product of the given reaction. (1) Given the reactants [NH2:1][C:2]1[S:3][C:4]([C:17]2[CH:22]=[CH:21][CH:20]=[C:19]([F:23])[CH:18]=2)=[C:5]([C:7]([N:9]2[C@H:14]([CH2:15][NH2:16])[CH2:13][C@H:12]3[C@@H:10]2[CH2:11]3)=[O:8])[N:6]=1.[O:24]1[C:28]2=[CH:29][CH:30]=[CH:31][C:32]([C:33](O)=[O:34])=[C:27]2[CH2:26][CH2:25]1, predict the reaction product. The product is: [NH2:1][C:2]1[S:3][C:4]([C:17]2[CH:22]=[CH:21][CH:20]=[C:19]([F:23])[CH:18]=2)=[C:5]([C:7]([N:9]2[C@H:14]([CH2:15][NH:16][C:33]([C:32]3[CH:31]=[CH:30][CH:29]=[C:28]4[O:24][CH2:25][CH2:26][C:27]=34)=[O:34])[CH2:13][C@H:12]3[C@@H:10]2[CH2:11]3)=[O:8])[N:6]=1. (2) Given the reactants Cl[C:2]1[N:3]([CH3:11])[C:4]2[N:9]=[CH:8][CH:7]=[CH:6][C:5]=2[N:10]=1.[C:12]([N:19]1[CH2:24][CH2:23][NH:22][CH2:21][CH2:20]1)([O:14][C:15]([CH3:18])([CH3:17])[CH3:16])=[O:13].C(N(C(C)C)C(C)C)C.O, predict the reaction product. The product is: [CH3:11][N:3]1[C:4]2[N:9]=[CH:8][CH:7]=[CH:6][C:5]=2[N:10]=[C:2]1[N:22]1[CH2:21][CH2:20][N:19]([C:12]([O:14][C:15]([CH3:18])([CH3:17])[CH3:16])=[O:13])[CH2:24][CH2:23]1. (3) Given the reactants [C:1]([O:5][CH:6]([C:11]1[C:12]([C:21]2[CH:22]=[C:23]3[C:28](=[CH:29][CH:30]=2)[O:27][CH2:26][CH2:25][CH2:24]3)=[C:13]2[CH:20]=[CH:19][NH:18][C:14]2=[N:15][C:16]=1[CH3:17])[C:7]([O:9]C)=[O:8])([CH3:4])([CH3:3])[CH3:2].[CH3:31][O:32][C:33]1[CH:34]=[C:35]([CH:38]=[CH:39][CH:40]=1)[CH2:36]Br, predict the reaction product. The product is: [C:1]([O:5][CH:6]([C:11]1[C:12]([C:21]2[CH:22]=[C:23]3[C:28](=[CH:29][CH:30]=2)[O:27][CH2:26][CH2:25][CH2:24]3)=[C:13]2[CH:20]=[CH:19][N:18]([CH2:36][C:35]3[CH:38]=[CH:39][CH:40]=[C:33]([O:32][CH3:31])[CH:34]=3)[C:14]2=[N:15][C:16]=1[CH3:17])[C:7]([OH:9])=[O:8])([CH3:4])([CH3:2])[CH3:3]. (4) Given the reactants Cl[CH2:2][CH2:3][N:4]1[CH:8]=[C:7]([C:9](=[O:19])[N:10]([CH2:15][CH2:16][CH2:17][CH3:18])[CH2:11][CH2:12][CH2:13][CH3:14])[N:6]=[C:5]1[C:20]1[CH:29]=[CH:28][C:23]([C:24]([O:26][CH3:27])=[O:25])=[CH:22][C:21]=1[C:30]([O:32][CH2:33][C:34]1[CH:39]=[CH:38][CH:37]=[CH:36][CH:35]=1)=[O:31].C(N(C(C)C)CC)(C)C.[CH3:49][N:50]1[CH2:55][CH2:54][NH:53][CH2:52][CH2:51]1, predict the reaction product. The product is: [CH2:15]([N:10]([CH2:11][CH2:12][CH2:13][CH3:14])[C:9]([C:7]1[N:6]=[C:5]([C:20]2[CH:29]=[CH:28][C:23]([C:24]([O:26][CH3:27])=[O:25])=[CH:22][C:21]=2[C:30]([O:32][CH2:33][C:34]2[CH:39]=[CH:38][CH:37]=[CH:36][CH:35]=2)=[O:31])[N:4]([CH2:3][CH2:2][N:53]2[CH2:54][CH2:55][N:50]([CH3:49])[CH2:51][CH2:52]2)[CH:8]=1)=[O:19])[CH2:16][CH2:17][CH3:18]. (5) Given the reactants [C:1]([O:5][C:6]([N:8]1[CH2:12][CH2:11][CH:10]([O:13][Si](C(C)(C)C)(C)C)[CH:9]1[CH2:21][C:22]1[C:30]2[C:25](=[N:26][CH:27]=[CH:28][CH:29]=2)[NH:24][CH:23]=1)=[O:7])([CH3:4])([CH3:3])[CH3:2].CCCC[N+](CCCC)(CCCC)CCCC.[F-], predict the reaction product. The product is: [C:1]([O:5][C:6]([N:8]1[CH2:12][CH2:11][CH:10]([OH:13])[CH:9]1[CH2:21][C:22]1[C:30]2[C:25](=[N:26][CH:27]=[CH:28][CH:29]=2)[NH:24][CH:23]=1)=[O:7])([CH3:4])([CH3:2])[CH3:3]. (6) Given the reactants [CH3:1][O:2][C:3](=[O:25])[C:4]1[CH:9]=[CH:8][C:7]([NH2:10])=[C:6]([CH2:11][S:12]([C:15]2[C:24]3[C:19](=[CH:20][CH:21]=[CH:22][CH:23]=3)[CH:18]=[CH:17][CH:16]=2)(=[O:14])=[O:13])[CH:5]=1.Cl.[N:27]([O-])=O.[Na+].C(=O)(O)[O-].[Na+], predict the reaction product. The product is: [CH3:1][O:2][C:3]([C:4]1[CH:5]=[C:6]2[C:7](=[CH:8][CH:9]=1)[NH:10][N:27]=[C:11]2[S:12]([C:15]1[C:24]2[C:19](=[CH:20][CH:21]=[CH:22][CH:23]=2)[CH:18]=[CH:17][CH:16]=1)(=[O:13])=[O:14])=[O:25]. (7) Given the reactants [CH2:1]([CH:9]([CH2:15][CH2:16][CH2:17][CH2:18][CH2:19][CH2:20][CH2:21][CH3:22])[C:10]([O:12][CH2:13]Cl)=[O:11])[CH2:2][CH2:3][CH2:4][CH2:5][CH2:6][CH2:7][CH3:8].[I-:23].[Na+], predict the reaction product. The product is: [CH2:1]([CH:9]([CH2:15][CH2:16][CH2:17][CH2:18][CH2:19][CH2:20][CH2:21][CH3:22])[C:10]([O:12][CH2:13][I:23])=[O:11])[CH2:2][CH2:3][CH2:4][CH2:5][CH2:6][CH2:7][CH3:8]. (8) Given the reactants [CH3:1][C:2]1[N:7]([C:8]2[CH:13]=[CH:12][CH:11]=[CH:10][CH:9]=2)[C:6](=[O:14])[C:5]([CH3:15])=[C:4]([CH3:16])[N:3]=1.O=[CH:18][C:19]1[CH:27]=[CH:26][CH:25]=[C:22]([O:23][CH3:24])[C:20]=1[OH:21], predict the reaction product. The product is: [OH:21][C:20]1[C:22]([O:23][CH3:24])=[CH:25][CH:26]=[CH:27][C:19]=1[CH:18]=[CH:1][C:2]1[N:7]([C:8]2[CH:9]=[CH:10][CH:11]=[CH:12][CH:13]=2)[C:6](=[O:14])[C:5]([CH3:15])=[C:4]([CH3:16])[N:3]=1. (9) Given the reactants [Br:1][C:2]1[N:7]=[C:6]([NH:8][C:9](=[O:15])[O:10][C:11]([CH3:14])([CH3:13])[CH3:12])[CH:5]=[CH:4][CH:3]=1.[H-].[Na+].[CH3:18]I, predict the reaction product. The product is: [Br:1][C:2]1[N:7]=[C:6]([N:8]([CH3:18])[C:9](=[O:15])[O:10][C:11]([CH3:12])([CH3:14])[CH3:13])[CH:5]=[CH:4][CH:3]=1. (10) Given the reactants [F:1][C:2]1[C:7]2[N:8]=[CH:9][O:10][C:6]=2[CH:5]=[C:4]([C:11]([NH:13][O:14][CH2:15][CH2:16][O:17]C=C)=[O:12])[C:3]=1[NH:20][C:21]1[CH:26]=[CH:25][C:24]([I:27])=[CH:23][C:22]=1[F:28].Cl.C([O-])(O)=O.[Na+], predict the reaction product. The product is: [F:1][C:2]1[C:7]2[N:8]=[CH:9][O:10][C:6]=2[CH:5]=[C:4]([C:11]([NH:13][O:14][CH2:15][CH2:16][OH:17])=[O:12])[C:3]=1[NH:20][C:21]1[CH:26]=[CH:25][C:24]([I:27])=[CH:23][C:22]=1[F:28].